Task: Predict which catalyst facilitates the given reaction.. Dataset: Catalyst prediction with 721,799 reactions and 888 catalyst types from USPTO Reactant: [CH3:1][O:2][CH2:3][CH2:4][NH2:5].[F:6][C:7]1[C:8]2[O:33][N:32]=[C:31]([C:34]3[CH:39]=[CH:38][N:37]=[C:36](S(C)(=O)=O)[N:35]=3)[C:9]=2[CH:10]=[C:11]2[C:24]=1[N:23]1[CH2:25][C@@H:26]([CH3:30])[O:27][C@@H:28]([CH3:29])[C@@H:22]1[C:13]1([C:18](=[O:19])[NH:17][C:16](=[O:20])[NH:15][C:14]1=[O:21])[CH2:12]2.CS(C)=O.COC(N)C. Product: [F:6][C:7]1[C:8]2[O:33][N:32]=[C:31]([C:34]3[CH:39]=[CH:38][N:37]=[C:36]([NH:5][CH2:4][CH2:3][O:2][CH3:1])[N:35]=3)[C:9]=2[CH:10]=[C:11]2[C:24]=1[N:23]1[CH2:25][C@@H:26]([CH3:30])[O:27][C@@H:28]([CH3:29])[C@@H:22]1[C:13]1([C:18](=[O:19])[NH:17][C:16](=[O:20])[NH:15][C:14]1=[O:21])[CH2:12]2. The catalyst class is: 1.